This data is from Catalyst prediction with 721,799 reactions and 888 catalyst types from USPTO. The task is: Predict which catalyst facilitates the given reaction. (1) Reactant: [F:1][C:2]1[CH:7]=[CH:6][CH:5]=[CH:4][C:3]=1B(O)O.COCCOC.[Cl:17][C:18]1[CH:23]=[C:22](Cl)[N:21]=[CH:20][N:19]=1. Product: [Cl:17][C:18]1[CH:23]=[C:22]([C:3]2[CH:4]=[CH:5][CH:6]=[CH:7][C:2]=2[F:1])[N:21]=[CH:20][N:19]=1. The catalyst class is: 6. (2) Reactant: [CH:1]1[C:13]2[CH:12]([CH2:14][O:15][C:16]([NH:18][C@H:19]([CH2:26][O:27][C@@H:28]3[O:37][CH:36]4[C@@H:31]([O:32][CH:33]([C:38]5[CH:43]=[CH:42][CH:41]=[CH:40][CH:39]=5)[O:34][CH2:35]4)[C@H:30]([O:44][C:45](=[O:67])[CH2:46][S:47][C:48]([C:61]4[CH:66]=[CH:65][CH:64]=[CH:63][CH:62]=4)([C:55]4[CH:60]=[CH:59][CH:58]=[CH:57][CH:56]=4)[C:49]4[CH:54]=[CH:53][CH:52]=[CH:51][CH:50]=4)[C@@H:29]3[NH:68][C:69](=[O:71])[CH3:70])[C:20]([O:22]CC=C)=[O:21])=[O:17])[C:11]3[C:6](=[CH:7][CH:8]=[CH:9][CH:10]=3)[C:5]=2[CH:4]=[CH:3][CH:2]=1.CNC1C=CC=CC=1. Product: [CH:1]1[C:13]2[CH:12]([CH2:14][O:15][C:16]([NH:18][C@H:19]([CH2:26][O:27][C@@H:28]3[O:37][CH:36]4[C@@H:31]([O:32][CH:33]([C:38]5[CH:43]=[CH:42][CH:41]=[CH:40][CH:39]=5)[O:34][CH2:35]4)[C@H:30]([O:44][C:45](=[O:67])[CH2:46][S:47][C:48]([C:49]4[CH:54]=[CH:53][CH:52]=[CH:51][CH:50]=4)([C:55]4[CH:56]=[CH:57][CH:58]=[CH:59][CH:60]=4)[C:61]4[CH:62]=[CH:63][CH:64]=[CH:65][CH:66]=4)[C@@H:29]3[NH:68][C:69](=[O:71])[CH3:70])[C:20]([OH:22])=[O:21])=[O:17])[C:11]3[C:6](=[CH:7][CH:8]=[CH:9][CH:10]=3)[C:5]=2[CH:4]=[CH:3][CH:2]=1. The catalyst class is: 176. (3) Reactant: F[P-](F)(F)(F)(F)F.[N:8]1(O[P+](N(C)C)(N(C)C)N(C)C)[C:12]2[CH:13]=[CH:14][CH:15]=[CH:16][C:11]=2[N:10]=N1.[Cl:28][C:29]1[CH:30]=[C:31]([C:36]2[CH:41]=[C:40]([C:42]([F:45])([F:44])[F:43])[N:39]3[N:46]=[C:47]([C:49](O)=[O:50])[CH:48]=[C:38]3[N:37]=2)[CH:32]=[CH:33][C:34]=1[Cl:35].N1C=CC=CC=1CN.C(N(CC)CC)C. Product: [N:10]1[CH:11]=[CH:16][CH:15]=[CH:14][C:13]=1[CH2:12][NH:8][C:49]([C:47]1[CH:48]=[C:38]2[N:37]=[C:36]([C:31]3[CH:32]=[CH:33][C:34]([Cl:35])=[C:29]([Cl:28])[CH:30]=3)[CH:41]=[C:40]([C:42]([F:43])([F:44])[F:45])[N:39]2[N:46]=1)=[O:50]. The catalyst class is: 305. (4) Reactant: [H-].[H-].[H-].[H-].[Li+].[Al+3].C1COCC1.Cl[P:13](Cl)[C:14]1[C:18]2[CH:19]=[CH:20][CH:21]=[CH:22][C:17]=2[S:16][CH:15]=1.[OH-].[Na+]. Product: [PH2:13][C:14]1[C:18]2[CH:19]=[CH:20][CH:21]=[CH:22][C:17]=2[S:16][CH:15]=1. The catalyst class is: 28. (5) Reactant: [H-].[Na+].[Cl:3][C:4]1[CH:9]=[CH:8][N:7]=[C:6]2[NH:10][CH:11]=[C:12]([CH2:13][CH3:14])[C:5]=12.Cl[CH2:16][O:17][CH2:18][CH2:19][Si:20]([CH3:23])([CH3:22])[CH3:21]. Product: [Cl:3][C:4]1[CH:9]=[CH:8][N:7]=[C:6]2[N:10]([CH2:16][O:17][CH2:18][CH2:19][Si:20]([CH3:23])([CH3:22])[CH3:21])[CH:11]=[C:12]([CH2:13][CH3:14])[C:5]=12. The catalyst class is: 3. (6) Reactant: [Cl:1][C:2]1[N:3]=[CH:4][CH:5]=[C:6]2[C:11]=1[N:10]=[CH:9][C:8]([O:12][CH2:13][CH:14]1CC1)=[CH:7]2.ClC1N=CC=C2C=1N=C[C:24]([OH:28])=C2. Product: [Cl:1][C:2]1[N:3]=[CH:4][CH:5]=[C:6]2[C:11]=1[N:10]=[CH:9][C:8]([O:12][CH2:13][CH2:14][O:28][CH3:24])=[CH:7]2. The catalyst class is: 141. (7) Reactant: [S:1]([NH:17][C@H:18]([C:24]([OH:26])=[O:25])[CH2:19][CH2:20][CH2:21][CH2:22][NH2:23])([C:4]1[C:16]2[CH:15]=[CH:14][CH:13]=[C:9]([N:10]([CH3:12])[CH3:11])[C:8]=2[CH:7]=[CH:6][CH:5]=1)(=[O:3])=[O:2].C(CN)O. Product: [CH2:24]([CH2:18][NH2:17])[OH:25].[S:1]([NH:17][C@H:18]([C:24]([OH:26])=[O:25])[CH2:19][CH2:20][CH2:21][CH2:22][NH2:23])([C:4]1[C:16]2[CH:15]=[CH:14][CH:13]=[C:9]([N:10]([CH3:12])[CH3:11])[C:8]=2[CH:7]=[CH:6][CH:5]=1)(=[O:2])=[O:3]. The catalyst class is: 9. (8) Reactant: [CH:1]1([CH2:4][O:5][C:6]2[C:11]([O:12][CH3:13])=[CH:10][CH:9]=[CH:8][C:7]=2/[CH:14]=[CH:15]/[C:16]2[O:17][C:18]3[C:23]([C:24](=[O:26])[CH:25]=2)=[CH:22][CH:21]=[CH:20][CH:19]=3)[CH2:3][CH2:2]1.[N+]([O-])([O-])=O.[NH4+].[I:32]I.C(OCC)(=O)C. Product: [CH:1]1([CH2:4][O:5][C:6]2[C:11]([O:12][CH3:13])=[CH:10][CH:9]=[CH:8][C:7]=2/[CH:14]=[CH:15]/[C:16]2[O:17][C:18]3[C:23]([C:24](=[O:26])[C:25]=2[I:32])=[CH:22][CH:21]=[CH:20][CH:19]=3)[CH2:3][CH2:2]1. The catalyst class is: 47.